This data is from Forward reaction prediction with 1.9M reactions from USPTO patents (1976-2016). The task is: Predict the product of the given reaction. (1) Given the reactants [O:1]1[CH2:7][CH2:6][CH2:5][NH:4][CH2:3][CH2:2]1.[C:8]([C:11]1[C:16]2[NH:17][C:18]3[CH:19]=[C:20]([C:24](O)=[O:25])[CH:21]=[CH:22][C:23]=3[C:15]=2[N:14]=[C:13]([C:27]2[CH:32]=[CH:31][CH:30]=[CH:29][CH:28]=2)[CH:12]=1)(=[O:10])[NH2:9].C(N(C(C)C)C(C)C)C.F[P-](F)(F)(F)(F)F.N1(O[P+](N(C)C)(N(C)C)N(C)C)C2C=CC=CC=2N=N1, predict the reaction product. The product is: [O:1]1[CH2:7][CH2:6][CH2:5][N:4]([C:24]([C:20]2[CH:21]=[CH:22][C:23]3[C:15]4[N:14]=[C:13]([C:27]5[CH:32]=[CH:31][CH:30]=[CH:29][CH:28]=5)[CH:12]=[C:11]([C:8]([NH2:9])=[O:10])[C:16]=4[NH:17][C:18]=3[CH:19]=2)=[O:25])[CH2:3][CH2:2]1. (2) Given the reactants Br[C:2]1[CH:7]=[CH:6][C:5]([CH2:8][CH2:9][CH2:10][C:11]2[N:15]([CH2:16][CH3:17])[C:14](=[O:18])[N:13]([CH2:19][C:20]3[CH:25]=[CH:24][C:23]([C:26]([CH3:29])([CH3:28])[CH3:27])=[CH:22][CH:21]=3)[N:12]=2)=[CH:4][CH:3]=1.C([O-])(=O)C.[K+].[B:35]1([B:35]2[O:39][C:38]([CH3:41])([CH3:40])[C:37]([CH3:43])([CH3:42])[O:36]2)[O:39][C:38]([CH3:41])([CH3:40])[C:37]([CH3:43])([CH3:42])[O:36]1, predict the reaction product. The product is: [C:26]([C:23]1[CH:24]=[CH:25][C:20]([CH2:19][N:13]2[C:14](=[O:18])[N:15]([CH2:16][CH3:17])[C:11]([CH2:10][CH2:9][CH2:8][C:5]3[CH:6]=[CH:7][C:2]([B:35]4[O:39][C:38]([CH3:41])([CH3:40])[C:37]([CH3:43])([CH3:42])[O:36]4)=[CH:3][CH:4]=3)=[N:12]2)=[CH:21][CH:22]=1)([CH3:29])([CH3:28])[CH3:27]. (3) Given the reactants [C:1]([O:4][CH2:5][CH2:6][CH2:7][N:8]1[C:13](=[O:14])[C:12]([N+:15]([O-:17])=[O:16])=[C:11]([CH3:18])[N:10]([CH3:19])[C:9]1=[O:20])(=[O:3])[CH3:2].[Cl:21][C:22]1[CH:23]=[C:24]([CH:27]=[CH:28][CH:29]=1)[CH:25]=O.C([O-])(=O)C.[Na+], predict the reaction product. The product is: [C:1]([O:4][CH2:5][CH2:6][CH2:7][N:8]1[C:13](=[O:14])[C:12]([N+:15]([O-:17])=[O:16])=[C:11](/[CH:18]=[CH:25]/[C:24]2[CH:27]=[CH:28][CH:29]=[C:22]([Cl:21])[CH:23]=2)[N:10]([CH3:19])[C:9]1=[O:20])(=[O:3])[CH3:2]. (4) Given the reactants [Br:1][C:2]1[CH:7]=[CH:6][C:5]([N:8]([C:15]2[CH:20]=[CH:19][CH:18]=[CH:17][CH:16]=2)[CH:9]2[CH2:14][CH2:13][NH:12][CH2:11][CH2:10]2)=[CH:4][CH:3]=1.[C:21]([O:25][C:26]([N:28]1[CH2:33][CH2:32][C:31](=O)[CH2:30][CH2:29]1)=[O:27])([CH3:24])([CH3:23])[CH3:22], predict the reaction product. The product is: [C:21]([O:25][C:26]([N:28]1[CH2:33][CH2:32][CH:31]([N:12]2[CH2:13][CH2:14][CH:9]([N:8]([C:5]3[CH:6]=[CH:7][C:2]([Br:1])=[CH:3][CH:4]=3)[C:15]3[CH:16]=[CH:17][CH:18]=[CH:19][CH:20]=3)[CH2:10][CH2:11]2)[CH2:30][CH2:29]1)=[O:27])([CH3:24])([CH3:22])[CH3:23]. (5) Given the reactants [CH3:1][O:2][C@H:3]1[C@@H:7]2[O:8][C:9]([CH3:12])([CH3:11])[O:10][C@@H:6]2[C@@H:5]([C@H:13]([OH:21])[C@@H:14]([NH2:20])[C:15]([O:17][CH2:18][CH3:19])=[O:16])[O:4]1.CN([C:25]1[CH:30]=[CH:29][CH:28]=[CH:27]N=1)C.[CH2:31]([O:38][C:39]([O:41]N1C(=O)CCC1=O)=O)[C:32]1[CH:37]=[CH:36][CH:35]=[CH:34][CH:33]=1.C(N(CC)CC)C.[C:56]([O:59][CH2:60][CH3:61])(=[O:58])C, predict the reaction product. The product is: [CH3:1][O:2][C@H:3]1[C@@H:7]2[O:8][C:9]([CH3:11])([CH3:12])[O:10][C@@H:6]2[C@H:5]([C@H:13]([O:21][C:39]([O:38][CH2:31][C:32]2[CH:33]=[CH:34][CH:35]=[CH:36][CH:37]=2)=[O:41])[C@@H:14]([NH:20][C:56]([O:59][CH2:60][C:61]2[CH:25]=[CH:30][CH:29]=[CH:28][CH:27]=2)=[O:58])[C:15]([O:17][CH2:18][CH3:19])=[O:16])[O:4]1. (6) Given the reactants [CH2:1]1[C:10]2[C:5](=[CH:6][C:7]([C@H:11]3[CH2:20][CH2:19][C@@:13]4([NH:17][C:16](=[O:18])[O:15][CH2:14]4)[CH2:12]3)=[CH:8][CH:9]=2)[CH2:4][CH2:3][C:2]21[O:24][CH2:23][CH2:22][O:21]2.B(F)(F)F.CCOCC, predict the reaction product. The product is: [OH:24][CH2:23][CH2:22][O:21][CH:2]1[CH2:3][CH2:4][C:5]2[CH:6]=[C:7]([C@H:11]3[CH2:20][CH2:19][C@@:13]4([NH:17][C:16](=[O:18])[O:15][CH2:14]4)[CH2:12]3)[CH:8]=[CH:9][C:10]=2[CH2:1]1.